Task: Predict the reactants needed to synthesize the given product.. Dataset: Full USPTO retrosynthesis dataset with 1.9M reactions from patents (1976-2016) (1) Given the product [Br:10][CH:8]([C:5]1[CH:4]=[CH:3][C:2]([C:26]#[N:27])=[CH:7][N:6]=1)[CH3:9], predict the reactants needed to synthesize it. The reactants are: Br[C:2]1[CH:3]=[CH:4][C:5]([CH2:8][CH3:9])=[N:6][CH:7]=1.[Br:10]N1C(=O)CCC1=O.N(C(C)(C)[C:26]#[N:27])=NC(C)(C)C#N. (2) Given the product [OH:2][C:1]1[CH:3]=[C:4]([OH:5])[CH:6]=[CH:7][C:8]=1[C:22](=[O:23])[CH2:21][CH2:20][C:15]1[CH:16]=[CH:17][CH:18]=[CH:19][N:14]=1, predict the reactants needed to synthesize it. The reactants are: [C:1]1([CH:8]=[CH:7][CH:6]=[C:4]([OH:5])[CH:3]=1)[OH:2].S(=O)(=O)(O)O.[N:14]1[CH:19]=[CH:18][CH:17]=[CH:16][C:15]=1[CH2:20][CH2:21][C:22](O)=[O:23].CC([O-])=O.[Na+].Cl. (3) Given the product [CH2:16]([N:19]([CH2:20][CH2:21][CH3:22])[C:2]1[N:11]([CH3:12])[C:10](=[O:13])[C:9]2[C:4](=[CH:5][CH:6]=[CH:7][C:8]=2[O:14][CH3:15])[N:3]=1)[CH2:17][CH3:18], predict the reactants needed to synthesize it. The reactants are: Cl[C:2]1[N:11]([CH3:12])[C:10](=[O:13])[C:9]2[C:4](=[CH:5][CH:6]=[CH:7][C:8]=2[O:14][CH3:15])[N:3]=1.[CH2:16]([NH:19][CH2:20][CH2:21][CH3:22])[CH2:17][CH3:18]. (4) The reactants are: C(C1C=C(NC(NC2C3C(=CC=CC=3)C(OC3C=CN=C([NH:39][C:40]4[CH:45]=[C:44]([O:46][CH2:47][CH2:48][O:49][CH2:50][CH2:51][O:52][CH2:53][CH2:54][O:55][CH3:56])[CH:43]=[C:42]([O:57][CH3:58])[CH:41]=4)N=3)=CC=2)=O)C(OC)=C(NS(C)(=O)=O)C=1)(C)(C)C.[NH4+].[Cl-]. Given the product [CH3:58][O:57][C:42]1[CH:41]=[C:40]([CH:45]=[C:44]([O:46][CH2:47][CH2:48][O:49][CH2:50][CH2:51][O:52][CH2:53][CH2:54][O:55][CH3:56])[CH:43]=1)[NH2:39], predict the reactants needed to synthesize it. (5) Given the product [F:1][C:2]1[CH:3]=[C:4]([C:9]2([CH2:15][CH2:16][C:17]([OH:19])=[O:18])[CH2:14][CH2:13][CH2:12][CH2:11][CH2:10]2)[CH:5]=[CH:6][C:7]=1[F:8], predict the reactants needed to synthesize it. The reactants are: [F:1][C:2]1[CH:3]=[C:4]([C:9]2([CH2:15][CH2:16][C:17]([O:19]CC)=[O:18])[CH2:14][CH2:13][CH2:12][CH2:11][CH2:10]2)[CH:5]=[CH:6][C:7]=1[F:8].[OH-].[Na+].Cl.